Dataset: Full USPTO retrosynthesis dataset with 1.9M reactions from patents (1976-2016). Task: Predict the reactants needed to synthesize the given product. (1) Given the product [ClH:11].[CH3:1][O:2][C:3](=[O:13])[CH:4]([C:5]1[CH:10]=[CH:9][C:8]([Cl:11])=[CH:7][CH:6]=1)[NH:23][C@@H:21]([C:18]1[CH:19]=[CH:20][C:15]([Cl:14])=[CH:16][CH:17]=1)[CH3:22], predict the reactants needed to synthesize it. The reactants are: [CH3:1][O:2][C:3](=[O:13])[CH:4](Br)[C:5]1[CH:10]=[CH:9][C:8]([Cl:11])=[CH:7][CH:6]=1.[Cl:14][C:15]1[CH:20]=[CH:19][C:18]([C@H:21]([NH2:23])[CH3:22])=[CH:17][CH:16]=1.C(=O)([O-])[O-].[K+].[K+]. (2) The reactants are: [Cl:1][C:2]1[N:6]2[CH:7]=[CH:8][C:9]([CH3:11])=[N:10][C:5]2=[N:4][C:3]=1[CH2:12][C@@H:13]1[CH2:18][CH2:17][CH2:16][CH2:15][N:14]1C(OC(C)(C)C)=O. Given the product [Cl:1][C:2]1[N:6]2[CH:7]=[CH:8][C:9]([CH3:11])=[N:10][C:5]2=[N:4][C:3]=1[CH2:12][C@@H:13]1[CH2:18][CH2:17][CH2:16][CH2:15][NH:14]1, predict the reactants needed to synthesize it. (3) Given the product [CH3:1][CH:2]1[C:10]2[C:5](=[CH:6][CH:7]=[CH:8][CH:9]=2)[C:4](=[C:14]2[C:15]3[C:20](=[CH:19][CH:18]=[CH:17][CH:16]=3)[NH:12][C:13]2=[O:21])[CH2:3]1, predict the reactants needed to synthesize it. The reactants are: [CH3:1][CH:2]1[C:10]2[C:5](=[CH:6][CH:7]=[CH:8][CH:9]=2)[C:4](=O)[CH2:3]1.[NH:12]1[C:20]2[C:15](=[CH:16][CH:17]=[CH:18][CH:19]=2)[CH2:14][C:13]1=[O:21].N1CCCCC1.Cl.